Dataset: Catalyst prediction with 721,799 reactions and 888 catalyst types from USPTO. Task: Predict which catalyst facilitates the given reaction. Reactant: [NH3:1].CO[C:4]([C@@H:6]1[O:10][C:9](=[O:11])[N:8]([C:12]2[CH:13]=[C:14]3[C:18](=[CH:19][CH:20]=2)[N:17]([C:21]([CH3:24])([CH3:23])[CH3:22])[C:16](=[O:25])[CH2:15]3)[CH2:7]1)=[O:5]. Product: [C:21]([N:17]1[C:18]2[C:14](=[CH:13][C:12]([N:8]3[CH2:7][C@H:6]([C:4]([NH2:1])=[O:5])[O:10][C:9]3=[O:11])=[CH:20][CH:19]=2)[CH2:15][C:16]1=[O:25])([CH3:22])([CH3:24])[CH3:23]. The catalyst class is: 5.